Dataset: NCI-60 drug combinations with 297,098 pairs across 59 cell lines. Task: Regression. Given two drug SMILES strings and cell line genomic features, predict the synergy score measuring deviation from expected non-interaction effect. Drug 1: CC1=CC2C(CCC3(C2CCC3(C(=O)C)OC(=O)C)C)C4(C1=CC(=O)CC4)C. Drug 2: C1=NC2=C(N=C(N=C2N1C3C(C(C(O3)CO)O)O)F)N. Cell line: 786-0. Synergy scores: CSS=1.35, Synergy_ZIP=2.97, Synergy_Bliss=5.62, Synergy_Loewe=3.19, Synergy_HSA=3.68.